The task is: Predict which catalyst facilitates the given reaction.. This data is from Catalyst prediction with 721,799 reactions and 888 catalyst types from USPTO. Reactant: C[O:2][C:3]([C:5]1[S:9][C:8]([N:10]2[CH2:15][CH2:14][N:13]([S:16]([C:19]3[CH:24]=[CH:23][C:22]([C:25]([F:28])([F:27])[F:26])=[CH:21][CH:20]=3)(=[O:18])=[O:17])[CH2:12][CH2:11]2)=[N:7][CH:6]=1)=O.Cl.[NH2:30][OH:31].C[O-].[Na+].CO. Product: [OH:31][NH:30][C:3]([C:5]1[S:9][C:8]([N:10]2[CH2:11][CH2:12][N:13]([S:16]([C:19]3[CH:20]=[CH:21][C:22]([C:25]([F:26])([F:28])[F:27])=[CH:23][CH:24]=3)(=[O:18])=[O:17])[CH2:14][CH2:15]2)=[N:7][CH:6]=1)=[O:2]. The catalyst class is: 12.